From a dataset of Full USPTO retrosynthesis dataset with 1.9M reactions from patents (1976-2016). Predict the reactants needed to synthesize the given product. (1) Given the product [CH2:1]([O:5][C:6]([C:8]1[C:9]([OH:18])=[C:10]2[CH:17]=[CH:16][S:15][C:11]2=[C:12]([C:19]2[CH:24]=[CH:23][CH:22]=[CH:21][CH:20]=2)[N:13]=1)=[O:7])[CH2:2][CH2:3][CH3:4], predict the reactants needed to synthesize it. The reactants are: [CH2:1]([O:5][C:6]([C:8]1[C:9]([OH:18])=[C:10]2[CH:17]=[CH:16][S:15][C:11]2=[C:12](Br)[N:13]=1)=[O:7])[CH2:2][CH2:3][CH3:4].[C:19]1(B(O)O)[CH:24]=[CH:23][CH:22]=[CH:21][CH:20]=1.C(=O)([O-])[O-].[K+].[K+]. (2) Given the product [C:13]([N:1]1[CH2:5][CH2:4][CH2:3][C@H:2]1[CH2:6][OH:7])([O:12][C:8]([CH3:11])([CH3:10])[CH3:9])=[O:14], predict the reactants needed to synthesize it. The reactants are: [NH:1]1[CH2:5][CH2:4][CH2:3][C@H:2]1[CH2:6][OH:7].[C:8]([O:12][C:13](O[C:13]([O:12][C:8]([CH3:11])([CH3:10])[CH3:9])=[O:14])=[O:14])([CH3:11])([CH3:10])[CH3:9]. (3) Given the product [Cl:1][C:2]1[C:3]([C:26]([N:28]2[CH2:33][CH2:32][O:31][CH2:30][CH2:29]2)=[O:27])=[CH:4][C:5]([O:18][CH2:19][C:20]2[CH:25]=[CH:24][CH:23]=[CH:22][CH:21]=2)=[C:6]([CH:17]=1)[C:7]([OH:9])=[O:8], predict the reactants needed to synthesize it. The reactants are: [Cl:1][C:2]1[C:3]([C:26]([N:28]2[CH2:33][CH2:32][O:31][CH2:30][CH2:29]2)=[O:27])=[CH:4][C:5]([O:18][CH2:19][C:20]2[CH:25]=[CH:24][CH:23]=[CH:22][CH:21]=2)=[C:6]([CH:17]=1)[C:7]([O:9]CC1C=CC=CC=1)=[O:8].[Li+].[OH-].O.Cl. (4) Given the product [C:1]([O:9][C@H:10]1[C@@H:16]([O:17][C:18](=[O:25])[C:19]2[CH:24]=[CH:23][CH:22]=[CH:21][CH:20]=2)[C@H:15]([O:26][C:27](=[O:34])[C:28]2[CH:29]=[CH:30][CH:31]=[CH:32][CH:33]=2)[C@@H:14]([CH2:35][O:36][C:37](=[O:44])[C:38]2[CH:39]=[CH:40][CH:41]=[CH:42][CH:43]=2)[O:13][CH:11]1[O:12][CH2:60][C:59]([OH:62])=[O:58])(=[O:8])[C:2]1[CH:7]=[CH:6][CH:5]=[CH:4][CH:3]=1, predict the reactants needed to synthesize it. The reactants are: [C:1]([O:9][C@H:10]1[C@@H:16]([O:17][C:18](=[O:25])[C:19]2[CH:24]=[CH:23][CH:22]=[CH:21][CH:20]=2)[C@H:15]([O:26][C:27](=[O:34])[C:28]2[CH:33]=[CH:32][CH:31]=[CH:30][CH:29]=2)[C@@H:14]([CH2:35][O:36][C:37](=[O:44])[C:38]2[CH:43]=[CH:42][CH:41]=[CH:40][CH:39]=2)[O:13][CH:11]1[OH:12])(=[O:8])[C:2]1[CH:7]=[CH:6][CH:5]=[CH:4][CH:3]=1.C(=O)([O-])[O-].[K+].[K+].C([O:58][C:59](=[O:62])[CH2:60]Cl)C1C=CC=CC=1.COC(C)(C)C. (5) Given the product [CH3:13][CH:14]([C:16]1[CH:17]=[CH:18][C:19]([N:22]2[C:27](=[O:28])[C:26]([CH2:29][C:30]3[CH:35]=[CH:34][C:33]([C:36]4[CH:41]=[CH:40][CH:39]=[CH:38][C:37]=4[C:42]4[NH:3][C:4](=[O:7])[O:5][N:43]=4)=[CH:32][CH:31]=3)=[C:25]([CH2:44][CH2:45][CH3:46])[N:24]3[N:47]=[CH:48][N:49]=[C:23]23)=[CH:20][CH:21]=1)[CH3:15], predict the reactants needed to synthesize it. The reactants are: [Cl-].O[NH3+:3].[C:4](=[O:7])([O-])[OH:5].[Na+].CS(C)=O.[CH3:13][CH:14]([C:16]1[CH:21]=[CH:20][C:19]([N:22]2[C:27](=[O:28])[C:26]([CH2:29][C:30]3[CH:35]=[CH:34][C:33]([C:36]4[C:37]([C:42]#[N:43])=[CH:38][CH:39]=[CH:40][CH:41]=4)=[CH:32][CH:31]=3)=[C:25]([CH2:44][CH2:45][CH3:46])[N:24]3[N:47]=[CH:48][N:49]=[C:23]23)=[CH:18][CH:17]=1)[CH3:15].